From a dataset of Forward reaction prediction with 1.9M reactions from USPTO patents (1976-2016). Predict the product of the given reaction. (1) Given the reactants COC(C1C=CC(COC2C=CC=C3C=2C=C(S(O)(=O)=O)C=C3)=CC=1)=O.[O-:27][C:28]1[CH:37]=[C:36]2[C:31]([CH:32]=[CH:33][C:34]([S:38]([O-:41])(=[O:40])=[O:39])=[CH:35]2)=[CH:30][CH:29]=1.[Na+].[Na+].Cl[CH2:45][CH2:46][CH2:47][C:48]1[CH:53]=[CH:52][N:51]=[CH:50][CH:49]=1, predict the reaction product. The product is: [N:51]1[CH:52]=[CH:53][C:48]([CH2:47][CH2:46][CH2:45][O:27][C:28]2[CH:37]=[C:36]3[C:31]([CH:32]=[CH:33][C:34]([S:38]([OH:41])(=[O:39])=[O:40])=[CH:35]3)=[CH:30][CH:29]=2)=[CH:49][CH:50]=1. (2) Given the reactants [CH2:1]([O:3][C:4](=[O:21])[C:5](Cl)=[N:6][NH:7][C:8]1[CH:13]=[C:12]([Br:14])[CH:11]=[CH:10][C:9]=1[O:15][CH2:16][CH2:17][C:18]#[CH:19])[CH3:2].C(N(CC)CC)C, predict the reaction product. The product is: [CH2:1]([O:3][C:4]([C:5]1[CH:19]=[C:18]2[N:7]([N:6]=1)[C:8]1[CH:13]=[C:12]([Br:14])[CH:11]=[CH:10][C:9]=1[O:15][CH2:16][CH2:17]2)=[O:21])[CH3:2]. (3) Given the reactants [CH3:1][N:2]([CH3:31])[C:3](=[O:30])[CH2:4][N:5]1[C:14]2[C:9](=[N:10][CH:11]=[C:12]([CH2:15][C:16]3[CH:21]=[CH:20][C:19]([F:22])=[CH:18][CH:17]=3)[CH:13]=2)[C:8]([OH:23])=[C:7]([C:24](OCC)=[O:25])[C:6]1=[O:29].[NH2:32][C@H:33]([CH3:36])[CH2:34][OH:35], predict the reaction product. The product is: [CH3:31][N:2]([CH3:1])[C:3](=[O:30])[CH2:4][N:5]1[C:14]2[C:9](=[N:10][CH:11]=[C:12]([CH2:15][C:16]3[CH:21]=[CH:20][C:19]([F:22])=[CH:18][CH:17]=3)[CH:13]=2)[C:8]([OH:23])=[C:7]([C:24]([NH:32][C@H:33]([CH3:36])[CH2:34][OH:35])=[O:25])[C:6]1=[O:29]. (4) Given the reactants [H-].[Na+].[OH:3][C:4]12[CH2:13][CH:8]3[CH2:9][CH:10]([CH2:12][CH:6]([C:7]3=[O:14])[CH2:5]1)[CH2:11]2.[CH3:15]I.[Cl-].[Na+], predict the reaction product. The product is: [CH3:15][O:3][C:4]12[CH2:13][CH:8]3[CH2:9][CH:10]([CH2:12][CH:6]([C:7]3=[O:14])[CH2:5]1)[CH2:11]2. (5) Given the reactants [CH3:1][C:2]1[C:10]2C(=NC=C(C3C=CC=CC=3)C=2N2CCNCC2)N[CH:3]=1.[NH2:23][C:24]([CH3:59])([CH3:58])[CH2:25][C@H:26]([C:51]1[CH:56]=[CH:55][C:54]([Cl:57])=[CH:53][CH:52]=1)[C:27]([N:29]1[CH2:34][CH2:33][N:32]([C:35]2[C:40]([C:41]3[CH:46]=[CH:45][CH:44]=[C:43](F)[CH:42]=3)=[CH:39][N:38]=[C:37]3[NH:48][CH:49]=[CH:50][C:36]=23)[CH2:31][CH2:30]1)=[O:28].C1C=CC2N(O)N=NC=2C=1.O.CCN=C=NCCCN(C)C.[CH3:82]CN(C(C)C)C(C)C.[C:91]([O-:94])([O-])=[O:92].[Na+].[Na+], predict the reaction product. The product is: [Cl:57][C:54]1[CH:55]=[CH:56][C:51]([C@H:26]([C:27]([N:29]2[CH2:34][CH2:33][N:32]([C:35]3[C:40]([C:41]4[CH:46]=[CH:45][CH:44]=[CH:43][CH:42]=4)=[CH:39][N:38]=[C:37]4[NH:48][CH:49]=[C:50]([CH3:82])[C:36]=34)[CH2:31][CH2:30]2)=[O:28])[CH2:25][C:24]([NH:23][C:91](=[O:92])[O:94][C:2]([CH3:10])([CH3:3])[CH3:1])([CH3:59])[CH3:58])=[CH:52][CH:53]=1. (6) The product is: [CH3:15][O:14][C:8]1[N:7]=[C:6]([NH:3][C:2]#[N:1])[C:11]([O:12][CH3:13])=[CH:10][N:9]=1. Given the reactants [N:1]#[C:2][NH2:3].[Na].Cl[C:6]1[C:11]([O:12][CH3:13])=[CH:10][N:9]=[C:8]([O:14][CH3:15])[N:7]=1.C(O)(=O)C.[Cl-].[Na+], predict the reaction product.